This data is from Full USPTO retrosynthesis dataset with 1.9M reactions from patents (1976-2016). The task is: Predict the reactants needed to synthesize the given product. (1) Given the product [Cl:3][C:4]1[CH:9]=[C:8]([C:10]([F:11])([F:12])[F:13])[CH:7]=[C:6]([Cl:14])[C:5]=1[N:15]1[C:19]([CH3:20])=[C:18]([S:21]([CH3:22])=[O:1])[C:17]([C:23]#[N:24])=[N:16]1, predict the reactants needed to synthesize it. The reactants are: [OH:1]O.[Cl:3][C:4]1[CH:9]=[C:8]([C:10]([F:13])([F:12])[F:11])[CH:7]=[C:6]([Cl:14])[C:5]=1[N:15]1[C:19]([CH3:20])=[C:18]([S:21][CH3:22])[C:17]([C:23]#[N:24])=[N:16]1.O. (2) Given the product [CH2:11]([O:18][C:19]1[C:24]([O:25][C:26]2[CH:31]=[CH:30][CH:29]=[CH:28][C:27]=2[F:32])=[CH:23][C:22]2[NH:33][C:34]([C:36]3[CH:41]=[N:40][CH:39]=[CH:38][N:37]=3)=[N:42][C:21]=2[CH:20]=1)[C:12]1[CH:13]=[CH:14][CH:15]=[CH:16][CH:17]=1, predict the reactants needed to synthesize it. The reactants are: O.O.[Sn](Cl)Cl.CN(C)C=O.[CH2:11]([O:18][C:19]1[C:24]([O:25][C:26]2[CH:31]=[CH:30][CH:29]=[CH:28][C:27]=2[F:32])=[CH:23][C:22]([NH:33][C:34]([C:36]2[CH:41]=[N:40][CH:39]=[CH:38][N:37]=2)=O)=[C:21]([N+:42]([O-])=O)[CH:20]=1)[C:12]1[CH:17]=[CH:16][CH:15]=[CH:14][CH:13]=1. (3) Given the product [Br:1][C:2]1[CH:7]=[C:6]([F:8])[CH:5]=[CH:4][C:3]=1[CH2:9][Br:10], predict the reactants needed to synthesize it. The reactants are: [Br:1][C:2]1[CH:7]=[C:6]([F:8])[CH:5]=[CH:4][C:3]=1[CH3:9].[Br:10]N1C(=O)CCC1=O. (4) The reactants are: C(O[C:6]([C:8]1[CH:9]=[N:10][N:11]2[C:16]([C:17](=[O:36])[NH:18][C@@H:19]3[C:27]4[C:22](=[C:23]([CH3:35])[C:24]([C:28]([O:30]C(C)(C)C)=[O:29])=[CH:25][CH:26]=4)[CH2:21][CH2:20]3)=[CH:15][C:14]([CH3:37])=[N:13][C:12]=12)=[O:7])(C)(C)C.F[C:39](F)(F)[C:40](O)=O.[CH2:45]([Cl:47])Cl. Given the product [Cl:47][C:45]1[CH:40]=[CH:39][CH:6]=[CH:8][C:9]=1[NH:10][C:6]([C:8]1[CH:9]=[N:10][N:11]2[C:16]([C:17]([NH:18][C@@H:19]3[C:27]4[C:22](=[C:23]([CH3:35])[C:24]([C:28]([OH:30])=[O:29])=[CH:25][CH:26]=4)[CH2:21][CH2:20]3)=[O:36])=[CH:15][C:14]([CH3:37])=[N:13][C:12]=12)=[O:7], predict the reactants needed to synthesize it. (5) Given the product [CH3:1][O:2][C:3]1[CH:20]=[C:19]([O:21][CH3:22])[CH:18]=[CH:17][C:4]=1[CH2:5][NH:6][S:7]([CH:10]([C:11]1[CH:16]=[CH:15][CH:14]=[CH:13][CH:12]=1)[C:29]([OH:30])([CH3:31])[CH3:28])(=[O:9])=[O:8], predict the reactants needed to synthesize it. The reactants are: [CH3:1][O:2][C:3]1[CH:20]=[C:19]([O:21][CH3:22])[CH:18]=[CH:17][C:4]=1[CH2:5][NH:6][S:7]([CH2:10][C:11]1[CH:16]=[CH:15][CH:14]=[CH:13][CH:12]=1)(=[O:9])=[O:8].C([Li])CCC.[CH3:28][C:29]([CH3:31])=[O:30].C(O)(=O)C.